Dataset: Reaction yield outcomes from USPTO patents with 853,638 reactions. Task: Predict the reaction yield, written as a fraction of the theoretical maximum amount of product (1.0 means a 100% yield; for example, 0.34 means a 34% yield). (1) The reactants are Cl[C:2]1[CH:3]=[CH:4][C:5]2[N:6]=[CH:7][N:8]=[C:9]([NH:12][CH:13]3[CH2:15][CH2:14]3)[C:10]=2[N:11]=1.[Cl:16][C:17]1[C:22]([NH:23][S:24]([C:27]2[CH:32]=[CH:31][C:30]([F:33])=[CH:29][C:28]=2[F:34])(=[O:26])=[O:25])=[CH:21][C:20](B2OC(C)(C)C(C)(C)O2)=[CH:19][N:18]=1.C(=O)(O)[O-].[Na+]. The catalyst is O1CCOCC1.C1C=CC(P(C2C=CC=CC=2)[C-]2C=CC=C2)=CC=1.C1C=CC(P(C2C=CC=CC=2)[C-]2C=CC=C2)=CC=1.Cl[Pd]Cl.[Fe+2].C(Cl)Cl. The product is [Cl:16][C:17]1[C:22]([NH:23][S:24]([C:27]2[CH:32]=[CH:31][C:30]([F:33])=[CH:29][C:28]=2[F:34])(=[O:26])=[O:25])=[CH:21][C:20]([C:2]2[CH:3]=[CH:4][C:5]3[N:6]=[CH:7][N:8]=[C:9]([NH:12][CH:13]4[CH2:15][CH2:14]4)[C:10]=3[N:11]=2)=[CH:19][N:18]=1. The yield is 0.530. (2) The reactants are [N+:1]([C:4]1[CH:5]=[CH:6][C:7]([N:10]2[CH2:15][CH2:14][N:13]([C:16]([O:18][C:19]([CH3:22])([CH3:21])[CH3:20])=[O:17])[CH2:12][CH2:11]2)=[N:8][CH:9]=1)([O-])=O.C(O)(=O)C. The catalyst is CO.[Fe]. The product is [NH2:1][C:4]1[CH:5]=[CH:6][C:7]([N:10]2[CH2:15][CH2:14][N:13]([C:16]([O:18][C:19]([CH3:22])([CH3:21])[CH3:20])=[O:17])[CH2:12][CH2:11]2)=[N:8][CH:9]=1. The yield is 0.720. (3) The reactants are F[C:2]1[CH:3]=[C:4]([CH:18]=[CH:19][C:20]=1[N+:21]([O-:23])=[O:22])[C:5]([N:7]([CH2:13][CH2:14][CH:15]([CH3:17])[CH3:16])[CH2:8][CH2:9][CH:10]([CH3:12])[CH3:11])=[O:6].[C:24]([NH:31][CH2:32][CH2:33][CH2:34][NH2:35])([O:26][C:27]([CH3:30])([CH3:29])[CH3:28])=[O:25].C(=O)([O-])[O-].[K+].[K+]. The catalyst is C(#N)C. The product is [CH3:11][CH:10]([CH3:12])[CH2:9][CH2:8][N:7]([CH2:13][CH2:14][CH:15]([CH3:17])[CH3:16])[C:5]([C:4]1[CH:18]=[CH:19][C:20]([N+:21]([O-:23])=[O:22])=[C:2]([NH:35][CH2:34][CH2:33][CH2:32][NH:31][C:24](=[O:25])[O:26][C:27]([CH3:29])([CH3:28])[CH3:30])[CH:3]=1)=[O:6]. The yield is 0.960. (4) The reactants are [C:1]([C:5]1[NH:6][C:7]2[C:12]([CH:13]=1)=[CH:11][CH:10]=[C:9]([N+:14]([O-])=O)[CH:8]=2)([CH3:4])([CH3:3])[CH3:2].[H][H]. The catalyst is CO.[Ni]. The product is [C:1]([C:5]1[NH:6][C:7]2[C:12]([CH:13]=1)=[CH:11][CH:10]=[C:9]([NH2:14])[CH:8]=2)([CH3:4])([CH3:2])[CH3:3]. The yield is 0.890.